This data is from Full USPTO retrosynthesis dataset with 1.9M reactions from patents (1976-2016). The task is: Predict the reactants needed to synthesize the given product. (1) Given the product [Br:1][C:2]1[C:6]([I:16])=[C:5]([C:7]2[CH:12]=[CH:11][C:10]([F:13])=[CH:9][C:8]=2[Cl:14])[N:4]([CH3:15])[N:3]=1, predict the reactants needed to synthesize it. The reactants are: [Br:1][C:2]1[CH:6]=[C:5]([C:7]2[CH:12]=[CH:11][C:10]([F:13])=[CH:9][C:8]=2[Cl:14])[N:4]([CH3:15])[N:3]=1.[I:16]N1C(=O)CCC1=O. (2) Given the product [CH2:9]([Si:6]([CH2:7][CH3:8])([CH2:11][CH3:12])[C:5]1[S:1][C:2]([C:13]2[S:14][C:15]([C:18]3[S:19][C:20]([Si:6]([CH2:9][CH3:10])([CH2:7][CH3:8])[CH2:5][CH3:4])=[CH:21][CH:22]=3)=[CH:16][CH:17]=2)=[CH:3][CH:4]=1)[CH3:10], predict the reactants needed to synthesize it. The reactants are: [S:1]1[C:5]([Si:6]([CH2:11][CH3:12])([CH2:9][CH3:10])[CH2:7][CH3:8])=[CH:4][CH:3]=[C:2]1[C:13]1[S:14][C:15]([C:18]2[S:19][CH:20]=[CH:21][CH:22]=2)=[CH:16][CH:17]=1.[Na+].[Cl-]. (3) Given the product [CH3:28][S:29]([O:12][CH2:11][C@H:10]([C:13]1[CH:18]=[CH:17][C:16]([Br:19])=[CH:15][C:14]=1[CH3:20])[CH2:9][O:8][CH2:1][C:2]1[CH:3]=[CH:4][CH:5]=[CH:6][CH:7]=1)(=[O:31])=[O:30], predict the reactants needed to synthesize it. The reactants are: [CH2:1]([O:8][CH2:9][C@@H:10]([C:13]1[CH:18]=[CH:17][C:16]([Br:19])=[CH:15][C:14]=1[CH3:20])[CH2:11][OH:12])[C:2]1[CH:7]=[CH:6][CH:5]=[CH:4][CH:3]=1.C(N(CC)CC)C.[CH3:28][S:29](Cl)(=[O:31])=[O:30]. (4) Given the product [NH2:1][C:4]1[CH:5]=[C:6]([C:17]2[CH:22]=[C:21]([C:23]3[CH:24]=[CH:25][CH:26]=[CH:27][CH:28]=3)[C:20]([OH:29])=[C:19]([NH2:30])[CH:18]=2)[CH:7]=[C:8]([C:11]2[CH:16]=[CH:15][CH:14]=[CH:13][CH:12]=2)[C:9]=1[OH:10], predict the reactants needed to synthesize it. The reactants are: [N+:1]([C:4]1[CH:5]=[C:6]([C:17]2[CH:22]=[C:21]([C:23]3[CH:28]=[CH:27][CH:26]=[CH:25][CH:24]=3)[C:20]([OH:29])=[C:19]([N+:30]([O-])=O)[CH:18]=2)[CH:7]=[C:8]([C:11]2[CH:16]=[CH:15][CH:14]=[CH:13][CH:12]=2)[C:9]=1[OH:10])([O-])=O.CO.[H][H]. (5) Given the product [Cl:1][C:2]1[N:7]=[C:6]([CH:8]([OH:9])[C:34]#[CH:35])[C:5]2[C:10]([O:32][CH3:33])=[N:11][N:12]([C:13]([C:14]3[CH:19]=[CH:18][CH:17]=[CH:16][CH:15]=3)([C:20]3[CH:21]=[CH:22][CH:23]=[CH:24][CH:25]=3)[C:26]3[CH:27]=[CH:28][CH:29]=[CH:30][CH:31]=3)[C:4]=2[CH:3]=1, predict the reactants needed to synthesize it. The reactants are: [Cl:1][C:2]1[N:7]=[C:6]([CH:8]=[O:9])[C:5]2[C:10]([O:32][CH3:33])=[N:11][N:12]([C:13]([C:26]3[CH:31]=[CH:30][CH:29]=[CH:28][CH:27]=3)([C:20]3[CH:25]=[CH:24][CH:23]=[CH:22][CH:21]=3)[C:14]3[CH:19]=[CH:18][CH:17]=[CH:16][CH:15]=3)[C:4]=2[CH:3]=1.[C:34]([Mg]Cl)#[CH:35].